From a dataset of Reaction yield outcomes from USPTO patents with 853,638 reactions. Predict the reaction yield, written as a fraction of the theoretical maximum amount of product (1.0 means a 100% yield; for example, 0.34 means a 34% yield). (1) The reactants are [NH2:1][C@H:2]([C:7](=[O:9])[NH2:8])[CH2:3][C:4]([OH:6])=[O:5].O.C(=O)(O)[O-].[C:15](O)(=[O:26])[C:16]1[CH:25]=[CH:24][C:23]2[C:18](=[CH:19][CH:20]=[CH:21][CH:22]=2)[N:17]=1.Cl. The catalyst is COCCOC.CN(C)C=O. The product is [N:17]1[C:18]2[C:23](=[CH:22][CH:21]=[CH:20][CH:19]=2)[CH:24]=[CH:25][C:16]=1[C:15]([NH:1][C@H:2]([C:7](=[O:9])[NH2:8])[CH2:3][C:4]([OH:6])=[O:5])=[O:26]. The yield is 0.700. (2) The reactants are [NH2:1][C:2]1[CH:6]=[C:5]([C:7]#[C:8][C:9]([CH3:12])([CH3:11])[CH3:10])[S:4][C:3]=1[C:13]([O:15][CH3:16])=[O:14].C(O)(=O)C.[CH3:21][N:22]1[CH:26]=[CH:25][N:24]=[C:23]1[CH:27]=O.C(O[BH-](OC(=O)C)OC(=O)C)(=O)C.[Na+].C([O-])(O)=O.[Na+]. The catalyst is ClCCCl. The product is [CH3:10][C:9]([CH3:11])([CH3:12])[C:8]#[C:7][C:5]1[S:4][C:3]([C:13]([O:15][CH3:16])=[O:14])=[C:2]([NH:1][CH2:27][C:23]2[N:22]([CH3:21])[CH:26]=[CH:25][N:24]=2)[CH:6]=1. The yield is 0.960.